Dataset: Forward reaction prediction with 1.9M reactions from USPTO patents (1976-2016). Task: Predict the product of the given reaction. Given the reactants [Br:1][C:2]1[N:9]=[CH:8][CH:7]=[C:6](Br)[C:3]=1[C:4]#[N:5].[CH3:11][C@H:12]([NH2:21])[CH2:13][CH2:14][C:15]1[CH:20]=[CH:19][CH:18]=[CH:17][CH:16]=1.CCN(C(C)C)C(C)C, predict the reaction product. The product is: [Br:1][C:2]1[N:9]=[CH:8][CH:7]=[C:6]([NH:21][C@H:12]([CH2:13][CH2:14][C:15]2[CH:20]=[CH:19][CH:18]=[CH:17][CH:16]=2)[CH3:11])[C:3]=1[C:4]#[N:5].